From a dataset of Full USPTO retrosynthesis dataset with 1.9M reactions from patents (1976-2016). Predict the reactants needed to synthesize the given product. (1) Given the product [N:27]1[C:26]2[NH:31][C:32]3[CH:37]=[CH:36][CH:35]=[CH:34][C:33]=3[CH2:38][C:24](=[O:39])[C:25]=2[CH:30]=[CH:29][CH:28]=1, predict the reactants needed to synthesize it. The reactants are: C(NC(C)C)(C)C.CN(C)CCN(C)C.C([Li])CCC.C(N(CC)[C:24](=[O:39])[C:25]1[CH:30]=[CH:29][CH:28]=[N:27][C:26]=1[NH:31][C:32]1[CH:37]=[CH:36][CH:35]=[CH:34][C:33]=1[CH3:38])C. (2) Given the product [O:4]=[C:5]1[CH2:10][CH2:9][CH:8]([CH2:11][C:12]([O:14][CH2:15][CH3:16])=[O:13])[CH2:7][CH2:6]1, predict the reactants needed to synthesize it. The reactants are: O1[C:5]2([CH2:10][CH2:9][CH:8]([CH2:11][C:12]([O:14][CH2:15][CH3:16])=[O:13])[CH2:7][CH2:6]2)[O:4]CC1.Cl. (3) The reactants are: Cl.[NH:2]1[CH2:7][CH2:6][CH2:5][C@H:4]([N:8]2[C:12]3=[C:13]4[S:19][CH:18]=[CH:17][C:14]4=[N:15][CH:16]=[C:11]3[N:10]=[C:9]2[C@H:20]([OH:22])[CH3:21])[CH2:3]1.C(N(CC)CC)C.Cl[C:31]([O:33][CH2:34][CH3:35])=[O:32]. Given the product [OH:22][C@@H:20]([C:9]1[N:8]([C@H:4]2[CH2:5][CH2:6][CH2:7][N:2]([C:31]([O:33][CH2:34][CH3:35])=[O:32])[CH2:3]2)[C:12]2=[C:13]3[S:19][CH:18]=[CH:17][C:14]3=[N:15][CH:16]=[C:11]2[N:10]=1)[CH3:21], predict the reactants needed to synthesize it. (4) Given the product [NH2:1][C:2]1[C:11]2[N:10]=[CH:9][C:8]([CH2:12][CH2:13][C:14]3[CH:22]=[CH:21][C:17]([C:18]([NH:29][CH2:30][CH2:31][OH:32])=[O:19])=[CH:16][C:15]=3[CH3:23])=[CH:7][C:6]=2[C:5]2[CH:24]=[CH:25][C:26]([CH3:28])=[CH:27][C:4]=2[N:3]=1, predict the reactants needed to synthesize it. The reactants are: [NH2:1][C:2]1[C:11]2[N:10]=[CH:9][C:8]([CH2:12][CH2:13][C:14]3[CH:22]=[CH:21][C:17]([C:18](Cl)=[O:19])=[CH:16][C:15]=3[CH3:23])=[CH:7][C:6]=2[C:5]2[CH:24]=[CH:25][C:26]([CH3:28])=[CH:27][C:4]=2[N:3]=1.[NH2:29][CH2:30][CH2:31][OH:32]. (5) Given the product [F:26][C:27]1[CH:28]=[C:29]2[C:34](=[CH:35][CH:36]=1)[N:33]=[C:32]([CH3:37])[CH:31]=[C:30]2[N:38]1[C:5]([C:7]2[C:12](=[O:13])[CH:11]=[CH:10][N:9]([C:14]3[CH:19]=[CH:18][C:17]([O:20][C:21]([F:23])([F:22])[F:24])=[CH:16][CH:15]=3)[N:8]=2)=[CH:4][CH:3]=[N:39]1, predict the reactants needed to synthesize it. The reactants are: CN(C)/[CH:3]=[CH:4]/[C:5]([C:7]1[C:12](=[O:13])[CH:11]=[CH:10][N:9]([C:14]2[CH:19]=[CH:18][C:17]([O:20][C:21]([F:24])([F:23])[F:22])=[CH:16][CH:15]=2)[N:8]=1)=O.[F:26][C:27]1[CH:28]=[C:29]2[C:34](=[CH:35][CH:36]=1)[N:33]=[C:32]([CH3:37])[CH:31]=[C:30]2[NH:38][NH2:39].